This data is from Forward reaction prediction with 1.9M reactions from USPTO patents (1976-2016). The task is: Predict the product of the given reaction. Given the reactants [F:1][C:2]1[CH:7]=[CH:6][C:5]([C:8]2[O:9][C:10]3[CH:20]=[C:19]([N:21]([CH3:26])[S:22]([CH3:25])(=[O:24])=[O:23])[C:18]([C:27]4[CH:28]=[CH:29][C:30]5[O:46][CH2:45][N:33]6[C:34]7[CH:35]=[CH:36][CH:37]=[C:38]([C:41]([O:43]C)=[O:42])[C:39]=7[CH:40]=[C:32]6[C:31]=5[N:47]=4)=[CH:17][C:11]=3[C:12]=2[C:13](=[O:16])[NH:14][CH3:15])=[CH:4][CH:3]=1.O[Li].O.Cl, predict the reaction product. The product is: [F:1][C:2]1[CH:3]=[CH:4][C:5]([C:8]2[O:9][C:10]3[CH:20]=[C:19]([N:21]([CH3:26])[S:22]([CH3:25])(=[O:24])=[O:23])[C:18]([C:27]4[CH:28]=[CH:29][C:30]5[O:46][CH2:45][N:33]6[C:34]7[CH:35]=[CH:36][CH:37]=[C:38]([C:41]([OH:43])=[O:42])[C:39]=7[CH:40]=[C:32]6[C:31]=5[N:47]=4)=[CH:17][C:11]=3[C:12]=2[C:13](=[O:16])[NH:14][CH3:15])=[CH:6][CH:7]=1.